Dataset: Peptide-MHC class I binding affinity with 185,985 pairs from IEDB/IMGT. Task: Regression. Given a peptide amino acid sequence and an MHC pseudo amino acid sequence, predict their binding affinity value. This is MHC class I binding data. (1) The peptide sequence is DLSLGNQEL. The MHC is HLA-A02:19 with pseudo-sequence HLA-A02:19. The binding affinity (normalized) is 0.515. (2) The peptide sequence is IMKVVNRWL. The MHC is HLA-B57:01 with pseudo-sequence HLA-B57:01. The binding affinity (normalized) is 0.0847.